This data is from Forward reaction prediction with 1.9M reactions from USPTO patents (1976-2016). The task is: Predict the product of the given reaction. (1) Given the reactants C(OC(=O)[N:7]([CH:13]([CH3:35])[C:14]#[C:15][C:16]1[S:20][C:19]([O:21][C:22]2[CH:27]=[CH:26][C:25]([O:28][C:29]3[CH:34]=[CH:33][CH:32]=[CH:31][CH:30]=3)=[CH:24][CH:23]=2)=[N:18][CH:17]=1)[C:8]1[S:9][CH:10]=[CH:11][N:12]=1)(C)(C)C.C(O)(C(F)(F)F)=O, predict the reaction product. The product is: [CH3:35][CH:13]([NH:7][C:8]1[S:9][CH:10]=[CH:11][N:12]=1)[C:14]#[C:15][C:16]1[S:20][C:19]([O:21][C:22]2[CH:27]=[CH:26][C:25]([O:28][C:29]3[CH:34]=[CH:33][CH:32]=[CH:31][CH:30]=3)=[CH:24][CH:23]=2)=[N:18][CH:17]=1. (2) Given the reactants [CH2:1]=[C:2]1[CH2:6][CH2:5][C:4]([CH:10]([CH3:12])[CH3:11])([C:7]([OH:9])=O)[CH2:3]1.Cl.[F:14][C:15]([F:29])([F:28])[C:16]1[CH:17]=[C:18]([CH:21]=[C:22]([C:24]([F:27])([F:26])[F:25])[CH:23]=1)[CH2:19]N.C[N:31](C1C=CC=CN=1)C.C(N(C(C)C)CC)(C)C.Cl.CN(C)CCCN=C=NCC, predict the reaction product. The product is: [F:14][C:15]([F:28])([F:29])[C:16]1[CH:17]=[C:18]([CH:21]=[C:22]([C:24]([F:27])([F:25])[F:26])[CH:23]=1)[CH2:19][CH:3]1[C:2](=[CH2:1])[CH2:6][CH2:5][C:4]1([CH:10]([CH3:12])[CH3:11])[C:7]([NH2:31])=[O:9]. (3) Given the reactants [CH3:1][C:2]1[NH:3][C:4](=O)[C:5]2[S:10][CH:9]=[CH:8][C:6]=2[N:7]=1.O=P(Cl)(Cl)[Cl:14], predict the reaction product. The product is: [Cl:14][C:4]1[C:5]2[S:10][CH:9]=[CH:8][C:6]=2[N:7]=[C:2]([CH3:1])[N:3]=1. (4) Given the reactants Cl.[NH2:2][C@H:3]1[CH2:8][CH2:7][C@H:6]([NH:9][C:10]([C:12]2[C:16]3[N:17]=[CH:18][N:19]=[C:20]([C:21]4[CH:26]=[C:25]([CH:27]([CH3:29])[CH3:28])[CH:24]=[CH:23][C:22]=4[O:30][CH2:31][CH:32]4[CH2:34][CH2:33]4)[C:15]=3[NH:14][C:13]=2[CH3:35])=[O:11])[CH2:5][CH2:4]1.C([O:39][C@@H:40]([CH3:44])[C:41](Cl)=[O:42])(=O)C, predict the reaction product. The product is: [CH:32]1([CH2:31][O:30][C:22]2[CH:23]=[CH:24][C:25]([CH:27]([CH3:29])[CH3:28])=[CH:26][C:21]=2[C:20]2[C:15]3[NH:14][C:13]([CH3:35])=[C:12]([C:10]([NH:9][C@H:6]4[CH2:7][CH2:8][C@H:3]([NH:2][C:41](=[O:42])[C@@H:40]([OH:39])[CH3:44])[CH2:4][CH2:5]4)=[O:11])[C:16]=3[N:17]=[CH:18][N:19]=2)[CH2:33][CH2:34]1. (5) Given the reactants [Cl:1][C:2]1[CH:3]=[C:4]([NH:16][C:17]2[C:26]3[C:21](=[CH:22][CH:23]=[CH:24][C:25]=3[O:27][CH2:28][C:29]([N:32]([CH3:34])[CH3:33])([CH3:31])[CH3:30])[N:20]=[CH:19][N:18]=2)[CH:5]=[CH:6][C:7]=1[O:8][CH2:9][C:10]1[CH:15]=[CH:14][CH:13]=C[N:11]=1.ClCC1C=C(C)[O:39]N=1, predict the reaction product. The product is: [Cl:1][C:2]1[CH:3]=[C:4]([NH:16][C:17]2[C:26]3[C:21](=[CH:22][CH:23]=[CH:24][C:25]=3[O:27][CH2:28][C:29]([N:32]([CH3:34])[CH3:33])([CH3:31])[CH3:30])[N:20]=[CH:19][N:18]=2)[CH:5]=[CH:6][C:7]=1[O:8][CH2:9][C:10]1[CH:15]=[C:14]([CH3:13])[O:39][N:11]=1. (6) Given the reactants [O:1]1[C:5]2[CH:6]=[CH:7][CH:8]=[CH:9][C:4]=2[N:3]=[C:2]1[S:10][CH2:11][CH2:12][CH2:13][CH2:14][CH2:15][CH2:16][CH2:17][CH2:18][NH2:19].[Cl:20][C:21]1[CH:22]=[C:23]([C:27]2[CH:28]=[C:29]([CH:33]=[C:34]([C:40]3[CH:45]=[CH:44][CH:43]=[C:42]([Cl:46])[CH:41]=3)[C:35]=2[O:36]CCO)[C:30](O)=[O:31])[CH:24]=[CH:25][CH:26]=1.[CH3:47][CH2:48][O:49]C1N(C(OCC)=O)C2C(=CC=CC=2)C=C1, predict the reaction product. The product is: [O:1]1[C:5]2[CH:6]=[CH:7][CH:8]=[CH:9][C:4]=2[N:3]=[C:2]1[S:10][CH2:11][CH2:12][CH2:13][CH2:14][CH2:15][CH2:16][CH2:17][CH2:18][NH:19][C:30]([C:29]1[CH:33]=[C:34]([C:40]2[CH:45]=[CH:44][CH:43]=[C:42]([Cl:46])[CH:41]=2)[C:35]([O:36][CH:48]([OH:49])[CH3:47])=[C:27]([C:23]2[CH:24]=[CH:25][CH:26]=[C:21]([Cl:20])[CH:22]=2)[CH:28]=1)=[O:31]. (7) Given the reactants [CH3:1][CH:2]1[NH:7][CH2:6][CH2:5][N:4]([C:8]([O:10][C:11]([CH3:14])([CH3:13])[CH3:12])=[O:9])[CH2:3]1.[C:15]1([C:21]2[CH:28]=[CH:27][C:24]([CH:25]=O)=[CH:23][CH:22]=2)[CH:20]=[CH:19][CH:18]=[CH:17][CH:16]=1.C(O[BH-](OC(=O)C)OC(=O)C)(=O)C.[Na+].ClCCCl, predict the reaction product. The product is: [CH3:1][CH:2]1[N:7]([CH2:25][C:24]2[CH:27]=[CH:28][C:21]([C:15]3[CH:16]=[CH:17][CH:18]=[CH:19][CH:20]=3)=[CH:22][CH:23]=2)[CH2:6][CH2:5][N:4]([C:8]([O:10][C:11]([CH3:13])([CH3:12])[CH3:14])=[O:9])[CH2:3]1. (8) Given the reactants [Cl:1][C:2]1[CH:7]=[CH:6][CH:5]=[CH:4][C:3]=1[C:8]1[C:16]2[O:15][CH:14]([CH2:17][OH:18])[CH2:13][C:12]=2[CH:11]=[CH:10][C:9]=1[F:19].[C:20]1([CH3:30])[CH:25]=[CH:24][C:23]([S:26](Cl)(=[O:28])=[O:27])=[CH:22][CH:21]=1.CC1C=CC(S(OCC2CC3C(C(F)(F)F)=CC=C(Cl)C=3O2)(=O)=O)=CC=1, predict the reaction product. The product is: [CH3:30][C:20]1[CH:25]=[CH:24][C:23]([S:26]([O:18][CH2:17][CH:14]2[CH2:13][C:12]3[CH:11]=[CH:10][C:9]([F:19])=[C:8]([C:3]4[CH:4]=[CH:5][CH:6]=[CH:7][C:2]=4[Cl:1])[C:16]=3[O:15]2)(=[O:28])=[O:27])=[CH:22][CH:21]=1.